This data is from Full USPTO retrosynthesis dataset with 1.9M reactions from patents (1976-2016). The task is: Predict the reactants needed to synthesize the given product. (1) The reactants are: [Cl:1][C:2]1[N:3]=[N:4][C:5](I)=[CH:6][CH:7]=1.[CH2:9]([N:13]1[CH:17]=[CH:16][N:15]=[N:14]1)[CH2:10][C:11]#[CH:12].C(N(CC)CC)C.ClCCl. Given the product [Cl:1][C:2]1[N:3]=[N:4][C:5]([C:12]#[C:11][CH2:10][CH2:9][N:13]2[CH:17]=[CH:16][N:15]=[N:14]2)=[CH:6][CH:7]=1, predict the reactants needed to synthesize it. (2) Given the product [ClH:24].[ClH:24].[N:11]1([C:10]2[C:5]3[CH2:4][CH2:3][CH:2]([OH:1])[C:6]=3[N:7]=[CH:8][N:9]=2)[CH2:12][CH2:13][NH:14][CH2:15][CH2:16]1, predict the reactants needed to synthesize it. The reactants are: [OH:1][CH:2]1[C:6]2[N:7]=[CH:8][N:9]=[C:10]([N:11]3[CH2:16][CH2:15][N:14](C(OC(C)(C)C)=O)[CH2:13][CH2:12]3)[C:5]=2[CH2:4][CH2:3]1.[ClH:24]. (3) Given the product [C:1]([O:5][C:6]([N:8]1[C:13]2[CH:14]=[CH:15][C:16]([O:18][CH3:19])=[CH:17][C:12]=2[O:11][CH:10]([C:20]([N:62]2[CH2:63][CH2:64][C:59]([C:65]#[N:66])([CH2:58][C:57]3[CH:56]=[CH:55][C:54]([F:53])=[CH:68][CH:67]=3)[CH2:60][CH2:61]2)=[O:22])[CH2:9]1)=[O:7])([CH3:3])([CH3:4])[CH3:2], predict the reactants needed to synthesize it. The reactants are: [C:1]([O:5][C:6]([N:8]1[C:13]2[CH:14]=[CH:15][C:16]([O:18][CH3:19])=[CH:17][C:12]=2[O:11][CH:10]([C:20]([OH:22])=O)[CH2:9]1)=[O:7])([CH3:4])([CH3:3])[CH3:2].CCN=C=NCCCN(C)C.C1C=CC2N(O)N=NC=2C=1.CCN(C(C)C)C(C)C.[F:53][C:54]1[CH:68]=[CH:67][C:57]([CH2:58][C:59]2([C:65]#[N:66])[CH2:64][CH2:63][NH:62][CH2:61][CH2:60]2)=[CH:56][CH:55]=1. (4) Given the product [N+:1]([C:4]1[CH:9]=[CH:8][CH:7]=[CH:6][C:5]=1[C:10]1[O:14][C:13]([C:15]2[CH:16]=[CH:17][C:18]([C:19]([OH:24])=[O:20])=[CH:21][CH:22]=2)=[N:12][N:11]=1)([O-:3])=[O:2], predict the reactants needed to synthesize it. The reactants are: [N+:1]([C:4]1[CH:9]=[CH:8][CH:7]=[CH:6][C:5]=1[C:10]1[O:14][C:13]([C:15]2[CH:22]=[CH:21][C:18]([CH:19]=[O:20])=[CH:17][CH:16]=2)=[N:12][N:11]=1)([O-:3])=[O:2].P([O-])(O)(O)=[O:24].[Na+].CC(=CC)C.Cl([O-])=O.[Na+].S([O-])([O-])=O.[Na+].[Na+].Cl. (5) Given the product [Cl:1][C:2]1[CH:7]=[CH:6][C:5]([S:8][C:9]2[N:13]([CH3:14])[C:12]([I:39])=[N:11][C:10]=2[C:15]2[CH:20]=[CH:19][C:18]([S:21]([CH3:24])(=[O:23])=[O:22])=[CH:17][CH:16]=2)=[CH:4][CH:3]=1, predict the reactants needed to synthesize it. The reactants are: [Cl:1][C:2]1[CH:7]=[CH:6][C:5]([S:8][C:9]2[N:13]([CH3:14])[CH:12]=[N:11][C:10]=2[C:15]2[CH:20]=[CH:19][C:18]([S:21]([CH3:24])(=[O:23])=[O:22])=[CH:17][CH:16]=2)=[CH:4][CH:3]=1.C(O)(C(F)(F)F)=O.C1C(=O)N([I:39])C(=O)C1. (6) Given the product [Cl:1][C:2]1[CH:38]=[CH:37][CH:36]=[C:35]([C:39]([F:41])([F:40])[F:42])[C:3]=1[C:4]([N:6]1[C:14]2[C:9](=[CH:10][CH:11]=[C:12]([C:15]#[C:16][CH2:17][OH:18])[CH:13]=2)[C:8]([C:25]2[CH:34]=[CH:33][C:28]([C:29]([O:31][CH3:32])=[O:30])=[CH:27][CH:26]=2)=[N:7]1)=[O:5], predict the reactants needed to synthesize it. The reactants are: [Cl:1][C:2]1[CH:38]=[CH:37][CH:36]=[C:35]([C:39]([F:42])([F:41])[F:40])[C:3]=1[C:4]([N:6]1[C:14]2[C:9](=[CH:10][CH:11]=[C:12]([C:15]#[C:16][CH2:17][O:18]C3CCCCO3)[CH:13]=2)[C:8]([C:25]2[CH:34]=[CH:33][C:28]([C:29]([O:31][CH3:32])=[O:30])=[CH:27][CH:26]=2)=[N:7]1)=[O:5].CC1C=CC(S(O)(=O)=O)=CC=1. (7) Given the product [NH2:1][C:2]1[C:3]([C:19]([NH:21][C:22]2[C:27]([N:28]3[CH2:29][CH2:30][CH:31]([NH2:34])[CH2:32][CH2:33]3)=[CH:26][CH:25]=[CH:24][N:23]=2)=[O:20])=[N:4][C:5]([C:8]2[N:9]=[C:10]([N:13]3[CH2:14][CH2:15][O:16][CH2:17][CH2:18]3)[S:11][CH:12]=2)=[CH:6][N:7]=1, predict the reactants needed to synthesize it. The reactants are: [NH2:1][C:2]1[C:3]([C:19]([NH:21][C:22]2[C:27]([N:28]3[CH2:33][CH2:32][CH:31]([NH:34]C(=O)OC(C)(C)C)[CH2:30][CH2:29]3)=[CH:26][CH:25]=[CH:24][N:23]=2)=[O:20])=[N:4][C:5]([C:8]2[N:9]=[C:10]([N:13]3[CH2:18][CH2:17][O:16][CH2:15][CH2:14]3)[S:11][CH:12]=2)=[CH:6][N:7]=1.FC(F)(F)C(O)=O. (8) The reactants are: [N:1]1([C:13]([O:15][C:16]([CH3:19])([CH3:18])[CH3:17])=[O:14])[CH2:6][CH2:5][CH:4]([CH:7]2[CH2:12][CH2:11][NH:10][CH2:9][CH2:8]2)[CH2:3][CH2:2]1.F[C:21]1[CH:28]=[CH:27][C:24]([C:25]#[N:26])=[CH:23][CH:22]=1.C(=O)([O-])[O-].[Cs+].[Cs+]. Given the product [C:16]([O:15][C:13]([N:1]1[CH2:6][CH2:5][CH:4]([CH:7]2[CH2:12][CH2:11][N:10]([C:21]3[CH:28]=[CH:27][C:24]([C:25]#[N:26])=[CH:23][CH:22]=3)[CH2:9][CH2:8]2)[CH2:3][CH2:2]1)=[O:14])([CH3:19])([CH3:18])[CH3:17], predict the reactants needed to synthesize it.